From a dataset of Reaction yield outcomes from USPTO patents with 853,638 reactions. Predict the reaction yield, written as a fraction of the theoretical maximum amount of product (1.0 means a 100% yield; for example, 0.34 means a 34% yield). The catalyst is C1COCC1.CN(C1C=CN=CC=1)C. The yield is 0.960. The reactants are [NH4+].[OH-].C([N:6](C(C)C)CC)(C)C.[Cl:12][C:13]1[N:14]=[N:15][C:16]([Cl:22])=[CH:17][C:18]=1[C:19](Cl)=[O:20]. The product is [Cl:12][C:13]1[N:14]=[N:15][C:16]([Cl:22])=[CH:17][C:18]=1[C:19]([NH2:6])=[O:20].